This data is from Catalyst prediction with 721,799 reactions and 888 catalyst types from USPTO. The task is: Predict which catalyst facilitates the given reaction. (1) Reactant: [C:1]([O:5][C:6]([N:8]1[CH2:13][CH2:12][N:11]2[C:14]([CH2:18][CH3:19])=[N:15][C:16](I)=[C:10]2[CH:9]1[CH2:20][CH2:21][C:22]1[CH:27]=[CH:26][C:25]([C:28]([F:31])([F:30])[F:29])=[CH:24][CH:23]=1)=[O:7])([CH3:4])([CH3:3])[CH3:2].[Li]CCCC.[Cl:37]C(Cl)(Cl)C(Cl)(Cl)Cl. Product: [C:1]([O:5][C:6]([N:8]1[CH2:13][CH2:12][N:11]2[C:14]([CH2:18][CH3:19])=[N:15][C:16]([Cl:37])=[C:10]2[CH:9]1[CH2:20][CH2:21][C:22]1[CH:27]=[CH:26][C:25]([C:28]([F:31])([F:30])[F:29])=[CH:24][CH:23]=1)=[O:7])([CH3:4])([CH3:3])[CH3:2]. The catalyst class is: 1. (2) Reactant: FC(F)(F)S(O[C:7]1[C:8]([C:18](=[O:20])[CH3:19])=[CH:9][C:10]([CH3:17])=[C:11]2[C:16]=1[N:15]=[CH:14][CH:13]=[CH:12]2)(=O)=O.[F:23][C:24]1[CH:25]=[C:26]([Zn]I)[CH:27]=[CH:28][CH:29]=1. Product: [F:23][C:24]1[CH:29]=[C:28]([C:7]2[C:8]([C:18](=[O:20])[CH3:19])=[CH:9][C:10]([CH3:17])=[C:11]3[C:16]=2[N:15]=[CH:14][CH:13]=[CH:12]3)[CH:27]=[CH:26][CH:25]=1. The catalyst class is: 7. (3) Reactant: [CH2:1]=[CH:2][CH2:3][CH2:4][CH2:5][CH2:6][CH2:7][CH3:8].[CH2:9]=[CH:10][CH2:11][CH2:12][CH2:13][CH2:14][CH:15]=[CH2:16]. Product: [CH2:1]=[CH2:2].[CH2:9]=[CH:10][CH2:11][CH2:12][CH2:13][CH2:14][CH2:15][CH3:16].[CH2:1]=[CH:2][CH2:3][CH2:4][CH2:5][CH2:6][CH:7]=[CH2:8]. The catalyst class is: 11. (4) Reactant: [NH2:1][C@@H:2]([CH:6]([CH3:8])[CH3:7])[C:3]([NH2:5])=[O:4].C(N(C(C)C)CC)(C)C.[C:18]([CH:22]1[CH2:31][CH2:30][C:29]2[N:28]=[C:27]3[S:32][C:33]([C:35](Cl)=[O:36])=[CH:34][C:26]3=[CH:25][C:24]=2[CH2:23]1)([CH3:21])([CH3:20])[CH3:19].Cl. Product: [C:3]([C@@H:2]([NH:1][C:35]([C:33]1[S:32][C:27]2=[N:28][C:29]3[CH2:30][CH2:31][CH:22]([C:18]([CH3:20])([CH3:19])[CH3:21])[CH2:23][C:24]=3[CH:25]=[C:26]2[CH:34]=1)=[O:36])[CH:6]([CH3:8])[CH3:7])(=[O:4])[NH2:5]. The catalyst class is: 18. (5) Reactant: C([Si](C)(C)[O:6][C:7]1[CH:12]=[CH:11][C:10]([C:13]2[N:18]=[CH:17][C:16]([CH:19]=[O:20])=[CH:15][CH:14]=2)=[CH:9][C:8]=1[CH:21]1[CH2:26][CH2:25][CH2:24][CH2:23][CH2:22]1)(C)(C)C.[F-].C([N+](CCCC)(CCCC)CCCC)CCC. Product: [CH:21]1([C:8]2[CH:9]=[C:10]([C:13]3[N:18]=[CH:17][C:16]([CH:19]=[O:20])=[CH:15][CH:14]=3)[CH:11]=[CH:12][C:7]=2[OH:6])[CH2:22][CH2:23][CH2:24][CH2:25][CH2:26]1. The catalyst class is: 7. (6) Product: [C:1]([N:4]1[C@H:8]([CH2:9][F:29])[C@@H:7]([C:11]2[CH:16]=[CH:15][C:14]([S:17]([CH3:20])(=[O:19])=[O:18])=[CH:13][CH:12]=2)[O:6][C:5]1([CH3:22])[CH3:21])(=[O:3])[CH3:2]. The catalyst class is: 2. Reactant: [C:1]([N:4]1[C@H:8]([CH2:9]O)[C@@H:7]([C:11]2[CH:16]=[CH:15][C:14]([S:17]([CH3:20])(=[O:19])=[O:18])=[CH:13][CH:12]=2)[O:6][C:5]1([CH3:22])[CH3:21])(=[O:3])[CH3:2].C(N(CC)C(F)(F)C(F)C(F)(F)[F:29])C. (7) Product: [CH2:1]([O:8][C:9]1[CH:10]=[C:11]2[C:15](=[CH:16][CH:17]=1)[N:14]([CH3:21])[CH:13]=[CH:12]2)[C:2]1[CH:3]=[CH:4][CH:5]=[CH:6][CH:7]=1. Reactant: [CH2:1]([O:8][C:9]1[CH:10]=[C:11]2[C:15](=[CH:16][CH:17]=1)[NH:14][CH:13]=[CH:12]2)[C:2]1[CH:7]=[CH:6][CH:5]=[CH:4][CH:3]=1.[H-].[Na+].I[CH3:21].O. The catalyst class is: 3. (8) Reactant: [Cl:1][C:2]1[N:3]=[CH:4][CH:5]=[C:6]2[CH:10]=[C:9]([CH:11]=O)[NH:8][C:7]=12.[CH2:13]([NH2:15])[CH3:14].[BH4-].[Na+]. Product: [ClH:1].[Cl:1][C:2]1[N:3]=[CH:4][CH:5]=[C:6]2[CH:10]=[C:9]([CH2:11][NH:15][CH2:13][CH3:14])[NH:8][C:7]=12. The catalyst class is: 5. (9) Reactant: CO[C:3](=[O:31])[CH2:4][CH2:5][C:6]1([N+:28]([O-])=O)[CH2:14][C:13]2[N:12]([CH2:15][O:16][CH2:17][CH2:18][Si:19]([CH3:22])([CH3:21])[CH3:20])[N:11]=[C:10]([C:23]([O:25][CH2:26][CH3:27])=[O:24])[C:9]=2[CH2:8][CH2:7]1.C([O-])=O.[NH4+].CO.C(O)C. Product: [O:31]=[C:3]1[NH:28][C:6]2([CH2:14][C:13]3[N:12]([CH2:15][O:16][CH2:17][CH2:18][Si:19]([CH3:21])([CH3:22])[CH3:20])[N:11]=[C:10]([C:23]([O:25][CH2:26][CH3:27])=[O:24])[C:9]=3[CH2:8][CH2:7]2)[CH2:5][CH2:4]1. The catalyst class is: 45.